This data is from Reaction yield outcomes from USPTO patents with 853,638 reactions. The task is: Predict the reaction yield, written as a fraction of the theoretical maximum amount of product (1.0 means a 100% yield; for example, 0.34 means a 34% yield). (1) The reactants are [NH2:1][C:2]1[CH:3]=[C:4]([CH:26]=[CH:27][CH:28]=1)[O:5][C:6]1[C:11]([Cl:12])=[CH:10][N:9]=[C:8]([NH:13][C:14]2[CH:15]=[N:16][N:17]([CH:19]3[CH2:24][CH2:23][N:22]([CH3:25])[CH2:21][CH2:20]3)[CH:18]=2)[N:7]=1.[C:29](Cl)(=[O:32])[CH:30]=[CH2:31].CC(O)C.ClCCl. The catalyst is CN(C)C(=O)C. The product is [Cl:12][C:11]1[C:6]([O:5][C:4]2[CH:3]=[C:2]([NH:1][C:29](=[O:32])[CH:30]=[CH2:31])[CH:28]=[CH:27][CH:26]=2)=[N:7][C:8]([NH:13][C:14]2[CH:15]=[N:16][N:17]([CH:19]3[CH2:24][CH2:23][N:22]([CH3:25])[CH2:21][CH2:20]3)[CH:18]=2)=[N:9][CH:10]=1. The yield is 0.0600. (2) The reactants are [Cl:1][C:2]1[C:11]2[C:6](=[CH:7][C:8]([O:14][CH2:15][CH2:16][N:17]3[CH:21]=[CH:20][N:19]=[CH:18]3)=[C:9]([O:12][CH3:13])[CH:10]=2)[N:5]=[CH:4][N:3]=1.[OH:22][C:23]1[CH:24]=[C:25]([CH:27]=[CH:28][CH:29]=1)[NH2:26]. The catalyst is C(O)(C)C.Cl. The product is [ClH:1].[OH:22][C:23]1[CH:24]=[C:25]([CH:27]=[CH:28][CH:29]=1)[NH:26][C:2]1[C:11]2[C:6](=[CH:7][C:8]([O:14][CH2:15][CH2:16][N:17]3[CH:21]=[CH:20][N:19]=[CH:18]3)=[C:9]([O:12][CH3:13])[CH:10]=2)[N:5]=[CH:4][N:3]=1. The yield is 0.930. (3) The reactants are Cl[C:2]1[CH:7]=[CH:6][N:5]=[CH:4][C:3]=1[I:8].C(=O)([O-])[O-].[Na+].[Na+].[F:15][C:16]1[CH:21]=[C:20]([N+:22]([O-:24])=[O:23])[CH:19]=[CH:18][C:17]=1[OH:25]. The catalyst is C1(OC2C=CC=CC=2)C=CC=CC=1.ClCCl. The product is [F:15][C:16]1[CH:21]=[C:20]([N+:22]([O-:24])=[O:23])[CH:19]=[CH:18][C:17]=1[O:25][C:2]1[CH:7]=[CH:6][N:5]=[CH:4][C:3]=1[I:8]. The yield is 0.770. (4) The yield is 0.510. The reactants are [CH:1]1([C@@H:7]([NH:9][C:10]([C:12]2[C:21]3[C:16](=[CH:17][CH:18]=[CH:19][CH:20]=3)[N:15]=[C:14]([C:22]3[S:23][CH:24]=[CH:25][CH:26]=3)[C:13]=2[CH2:27][N:28]2[CH2:33][CH2:32][N:31]([CH2:34][C:35](O)=[O:36])[C:30](=[O:38])[CH2:29]2)=[O:11])[CH3:8])[CH2:6][CH2:5][CH2:4][CH2:3][CH2:2]1.[NH:39]1[CH2:43][CH2:42][CH2:41][C@@H:40]1[CH2:44][OH:45]. No catalyst specified. The product is [CH:1]1([C@@H:7]([NH:9][C:10]([C:12]2[C:21]3[C:16](=[CH:17][CH:18]=[CH:19][CH:20]=3)[N:15]=[C:14]([C:22]3[S:23][CH:24]=[CH:25][CH:26]=3)[C:13]=2[CH2:27][N:28]2[CH2:33][CH2:32][N:31]([CH2:34][C:35]([N:39]3[CH2:43][CH2:42][CH2:41][C@@H:40]3[CH2:44][OH:45])=[O:36])[C:30](=[O:38])[CH2:29]2)=[O:11])[CH3:8])[CH2:6][CH2:5][CH2:4][CH2:3][CH2:2]1. (5) The reactants are [OH:1][C:2]1[C:7]2[C@@:8]3([OH:45])[C@@:21]([O:25][CH3:26])([C@H:22]([OH:24])[CH2:23][C:6]=2[CH:5]=[C:4]([CH3:46])[C:3]=1[C:47]([O:49][CH3:50])=[O:48])[C:20](=[O:27])[C:19]1[C:10](=[CH:11][C:12]2[C:13](=[O:43])[C:14]([NH:30][C@@H:31]4[C@H:36]([O:37][CH3:38])[C@H:35]([OH:39])[C@@H:34]([O:40][CH3:41])[C@H:33]([CH3:42])[O:32]4)=[CH:15]C(=O)C=2C=1O)[C:9]3=[O:44].[NH2:51][CH2:52][CH2:53][CH2:54][OH:55]. The catalyst is CO. The product is [OH:1][C:2]1[C:7]2[C@@:8]3([OH:45])[C@@:21]([O:25][CH3:26])([C@H:22]([OH:24])[CH2:23][C:6]=2[CH:5]=[C:4]([CH3:46])[C:3]=1[C:47]([O:49][CH3:50])=[O:48])[C:20](=[O:27])[C:19]1[C:10](=[CH:11][C:12]2[C:13](=[O:43])[C:14]([NH:30][C@@H:31]4[C@H:36]([O:37][CH3:38])[C@H:35]([OH:39])[C@@H:34]([O:40][CH3:41])[C@H:33]([CH3:42])[O:32]4)=[CH:15]/[C:52](=[N:51]\[CH2:4][CH2:3][CH2:2][OH:1])/[C:53]=2[C:54]=1[OH:55])[C:9]3=[O:44]. The yield is 0.566.